Dataset: Forward reaction prediction with 1.9M reactions from USPTO patents (1976-2016). Task: Predict the product of the given reaction. The product is: [CH2:33]([NH:35][S:2]([C:5]1[CH:10]=[CH:9][C:8]([NH:11][C:12]([N:20]2[CH2:19][CH2:18][C:17]3[C:22](=[C:23]([N:26]4[CH2:27][CH2:28][N:29]([CH3:32])[CH2:30][CH2:31]4)[CH:24]=[CH:25][C:16]=3[O:15][CH3:14])[CH2:21]2)=[O:13])=[CH:7][CH:6]=1)(=[O:4])=[O:3])[CH3:34]. Given the reactants Cl[S:2]([C:5]1[CH:10]=[CH:9][C:8]([N:11]=[C:12]=[O:13])=[CH:7][CH:6]=1)(=[O:4])=[O:3].[CH3:14][O:15][C:16]1[CH:25]=[CH:24][C:23]([N:26]2[CH2:31][CH2:30][N:29]([CH3:32])[CH2:28][CH2:27]2)=[C:22]2[C:17]=1[CH2:18][CH2:19][NH:20][CH2:21]2.[CH2:33]([NH2:35])[CH3:34], predict the reaction product.